Dataset: Catalyst prediction with 721,799 reactions and 888 catalyst types from USPTO. Task: Predict which catalyst facilitates the given reaction. (1) Reactant: [I:1][CH3:2].[Br:3][C:4]1[CH:13]=[CH:12][C:11]([N+:14]([O-:16])=[O:15])=[C:10]2[C:5]=1[CH:6]=[CH:7][N:8]=[CH:9]2. Product: [I-:1].[Br:3][C:4]1[CH:13]=[CH:12][C:11]([N+:14]([O-:16])=[O:15])=[C:10]2[C:5]=1[CH:6]=[CH:7][N+:8]([CH3:2])=[CH:9]2. The catalyst class is: 9. (2) Reactant: [Br:1][C:2]1[CH:3]=[CH:4][C:5](I)=[N:6][CH:7]=1.[C:9]1([CH3:15])[CH:14]=[CH:13][CH:12]=[CH:11][CH:10]=1. Product: [Br:1][C:2]1[CH:3]=[CH:4][C:5]([C:10]2[CH:11]=[CH:12][CH:13]=[CH:14][C:9]=2[CH3:15])=[N:6][CH:7]=1. The catalyst class is: 813. (3) Reactant: [F:1][C@H:2]1[CH2:6][N:5]([C:7](=[O:37])[C@@H:8]([NH:13][C@@H:14]([C:19]2[CH:24]=[CH:23][C:22]([C:25]3[N:26]=[C:27]([N:30]4[CH2:35][CH2:34][N:33]([CH3:36])[CH2:32][CH2:31]4)[S:28][CH:29]=3)=[CH:21][CH:20]=2)[C:15]([F:18])([F:17])[F:16])[CH2:9][CH:10]([CH3:12])[CH3:11])[C@@H:4]2[C:38](OC)([O:41]C)[CH2:39][O:40][C@H:3]12.O. Product: [F:1][C@H:2]1[CH2:6][N:5]([C:7](=[O:37])[C@@H:8]([NH:13][C@@H:14]([C:19]2[CH:24]=[CH:23][C:22]([C:25]3[N:26]=[C:27]([N:30]4[CH2:31][CH2:32][N:33]([CH3:36])[CH2:34][CH2:35]4)[S:28][CH:29]=3)=[CH:21][CH:20]=2)[C:15]([F:16])([F:17])[F:18])[CH2:9][CH:10]([CH3:12])[CH3:11])[C@@H:4]2[C:38](=[O:41])[CH2:39][O:40][C@H:3]12. The catalyst class is: 617.